The task is: Predict the reaction yield, written as a fraction of the theoretical maximum amount of product (1.0 means a 100% yield; for example, 0.34 means a 34% yield).. This data is from Reaction yield outcomes from USPTO patents with 853,638 reactions. (1) The reactants are [H-].[Na+].[OH:3][N:4]1[C:8](=[O:9])[C:7]2=[CH:10][CH:11]=[CH:12][CH:13]=[C:6]2[C:5]1=[O:14].Cl[CH:16]([C:23]1[CH:28]=[CH:27][C:26]([F:29])=[CH:25][CH:24]=1)[C:17]1[N:21]([CH3:22])[CH:20]=[N:19][CH:18]=1. The catalyst is CN(C)C=O. The product is [F:29][C:26]1[CH:25]=[CH:24][C:23]([CH:16]([C:17]2[N:21]([CH3:22])[CH:20]=[N:19][CH:18]=2)[O:3][N:4]2[C:5](=[O:14])[C:6]3[C:7](=[CH:10][CH:11]=[CH:12][CH:13]=3)[C:8]2=[O:9])=[CH:28][CH:27]=1. The yield is 0.890. (2) The reactants are [I:1][C:2]1[CH:3]=[C:4]([N:8]2[C:16]3[C:11](=[CH:12][CH:13]=[CH:14][CH:15]=3)[C:10]([C:17]([O:19]C)=O)=[N:9]2)[CH:5]=[CH:6][CH:7]=1.[NH3:21]. The catalyst is CO. The product is [I:1][C:2]1[CH:3]=[C:4]([N:8]2[C:16]3[C:11](=[CH:12][CH:13]=[CH:14][CH:15]=3)[C:10]([C:17]([NH2:21])=[O:19])=[N:9]2)[CH:5]=[CH:6][CH:7]=1. The yield is 0.890. (3) The reactants are Br[C:2]1[C:3]([NH:9][C:10](=[O:13])[CH2:11]I)=[N:4][CH:5]=[C:6]([Br:8])[N:7]=1.[O:14]1[CH2:19][CH2:18][CH:17]([CH2:20][NH2:21])[CH2:16][CH2:15]1.C(N(C(C)C)CC)(C)C. The catalyst is C(#N)C. The product is [Br:8][C:6]1[N:7]=[C:2]2[N:21]([CH2:20][CH:17]3[CH2:18][CH2:19][O:14][CH2:15][CH2:16]3)[CH2:11][C:10](=[O:13])[NH:9][C:3]2=[N:4][CH:5]=1. The yield is 0.790. (4) The reactants are C([O:4][C@@H:5]1[C@@H:10]([O:11]C(=O)C)[CH:9]=[CH:8][O:7][C@H:6]1[CH3:15])(=O)C.C([O-])([O-])=O.[K+].[K+]. The catalyst is CO. The product is [CH3:15][C@H:6]1[C@H:5]([OH:4])[C@@H:10]([OH:11])[CH:9]=[CH:8][O:7]1. The yield is 1.02. (5) The reactants are [CH2:1]([C:5]1[N:6]=[C:7]([CH2:27][O:28][CH3:29])[NH:8][C:9](=[O:26])[C:10]=1[CH2:11][C:12]1[CH:17]=[CH:16][C:15]([C:18]2[C:19]([C:24]#[N:25])=[CH:20][CH:21]=[CH:22][CH:23]=2)=[CH:14][CH:13]=1)[CH2:2][CH2:3][CH3:4].C(=O)([O-])[O-].[Cs+].[Cs+].I[CH2:37][C:38]([CH3:41])([CH3:40])[CH3:39].CN(C)C(=O)C. The catalyst is C(OCC)(=O)C. The product is [CH2:1]([C:5]1[N:6]=[C:7]([CH2:27][O:28][CH3:29])[N:8]([CH2:37][C:38]([CH3:41])([CH3:40])[CH3:39])[C:9](=[O:26])[C:10]=1[CH2:11][C:12]1[CH:17]=[CH:16][C:15]([C:18]2[C:19]([C:24]#[N:25])=[CH:20][CH:21]=[CH:22][CH:23]=2)=[CH:14][CH:13]=1)[CH2:2][CH2:3][CH3:4]. The yield is 0.300. (6) The reactants are [CH3:1][NH:2][CH3:3].[I:4][C:5]1[CH:10]=[CH:9][C:8]([S:11](Cl)(=[O:13])=[O:12])=[CH:7][CH:6]=1.O. The catalyst is N1C=CC=CC=1. The product is [I:4][C:5]1[CH:10]=[CH:9][C:8]([S:11]([N:2]([CH3:3])[CH3:1])(=[O:13])=[O:12])=[CH:7][CH:6]=1. The yield is 0.880.